Dataset: Forward reaction prediction with 1.9M reactions from USPTO patents (1976-2016). Task: Predict the product of the given reaction. Given the reactants [Cl:1][C:2]1[CH:3]=[C:4]2[C:8](=[CH:9][CH:10]=1)[N:7]([C:11]1[N:15]([CH3:16])[N:14]=[C:13]([CH3:17])[C:12]=1/[CH:18]=[CH:19]/[C:20]([OH:22])=O)[CH:6]=[CH:5]2.CC1C=CC=C([N+]([O-])=O)C=1C(OC(=O)C1C([N+]([O-])=O)=CC=CC=1C)=O.[CH2:48]([NH:53][S:54]([NH2:57])(=[O:56])=[O:55])[CH2:49][CH2:50][CH2:51][CH3:52].C(N(CC)CC)C, predict the reaction product. The product is: [Cl:1][C:2]1[CH:3]=[C:4]2[C:8](=[CH:9][CH:10]=1)[N:7]([C:11]1[N:15]([CH3:16])[N:14]=[C:13]([CH3:17])[C:12]=1/[CH:18]=[CH:19]/[C:20]([NH:57][S:54]([NH:53][CH2:48][CH2:49][CH2:50][CH2:51][CH3:52])(=[O:56])=[O:55])=[O:22])[CH:6]=[CH:5]2.